This data is from NCI-60 drug combinations with 297,098 pairs across 59 cell lines. The task is: Regression. Given two drug SMILES strings and cell line genomic features, predict the synergy score measuring deviation from expected non-interaction effect. (1) Drug 1: C1CCC(C1)C(CC#N)N2C=C(C=N2)C3=C4C=CNC4=NC=N3. Drug 2: C1=NC2=C(N1)C(=S)N=C(N2)N. Cell line: T-47D. Synergy scores: CSS=16.3, Synergy_ZIP=3.86, Synergy_Bliss=7.37, Synergy_Loewe=-9.77, Synergy_HSA=2.76. (2) Drug 1: CN(C)N=NC1=C(NC=N1)C(=O)N. Drug 2: CCC1=C2CN3C(=CC4=C(C3=O)COC(=O)C4(CC)O)C2=NC5=C1C=C(C=C5)O. Cell line: UACC62. Synergy scores: CSS=38.4, Synergy_ZIP=-1.50, Synergy_Bliss=-0.383, Synergy_Loewe=-15.6, Synergy_HSA=-0.453. (3) Synergy scores: CSS=30.3, Synergy_ZIP=0.118, Synergy_Bliss=1.75, Synergy_Loewe=-17.4, Synergy_HSA=3.51. Drug 2: CN(CC1=CN=C2C(=N1)C(=NC(=N2)N)N)C3=CC=C(C=C3)C(=O)NC(CCC(=O)O)C(=O)O. Drug 1: CC1=C(N=C(N=C1N)C(CC(=O)N)NCC(C(=O)N)N)C(=O)NC(C(C2=CN=CN2)OC3C(C(C(C(O3)CO)O)O)OC4C(C(C(C(O4)CO)O)OC(=O)N)O)C(=O)NC(C)C(C(C)C(=O)NC(C(C)O)C(=O)NCCC5=NC(=CS5)C6=NC(=CS6)C(=O)NCCC[S+](C)C)O. Cell line: MCF7. (4) Drug 1: CN(C)C1=NC(=NC(=N1)N(C)C)N(C)C. Drug 2: CN1C(=O)N2C=NC(=C2N=N1)C(=O)N. Cell line: HCT-15. Synergy scores: CSS=-1.27, Synergy_ZIP=1.69, Synergy_Bliss=5.32, Synergy_Loewe=2.06, Synergy_HSA=1.39.